Dataset: Reaction yield outcomes from USPTO patents with 853,638 reactions. Task: Predict the reaction yield, written as a fraction of the theoretical maximum amount of product (1.0 means a 100% yield; for example, 0.34 means a 34% yield). (1) The reactants are [C:1]([O:5][C:6]([N:8]1[CH2:12][CH2:11][C:10]([CH:16]([C:18]2[S:19][C:20]([Cl:24])=[C:21]([Cl:23])[CH:22]=2)[OH:17])([CH2:13][CH2:14][CH3:15])[CH2:9]1)=[O:7])([CH3:4])([CH3:3])[CH3:2]. The catalyst is C1(C)C=CC=CC=1.[O-2].[Mn+4].[O-2]. The product is [C:1]([O:5][C:6]([N:8]1[CH2:12][CH2:11][C:10]([C:16]([C:18]2[S:19][C:20]([Cl:24])=[C:21]([Cl:23])[CH:22]=2)=[O:17])([CH2:13][CH2:14][CH3:15])[CH2:9]1)=[O:7])([CH3:2])([CH3:3])[CH3:4]. The yield is 0.640. (2) The reactants are [C:1]([S:4][CH2:5][CH:6]([C:10]([F:13])([F:12])[F:11])[C:7]([OH:9])=[O:8])(=O)C.[OH-].[K+].CI. The catalyst is CO. The product is [F:11][C:10]([F:12])([F:13])[CH:6]([CH2:5][S:4][CH3:1])[C:7]([OH:9])=[O:8]. The yield is 0.726. (3) The reactants are [CH3:1][O:2][C:3](=[O:28])[C@@H:4]([N:23]1[CH:27]=[CH:26][CH:25]=[CH:24]1)[CH2:5][C:6]1[CH:11]=[CH:10][C:9](/[CH:12]=[CH:13]/[CH2:14][N:15]([CH3:22])[C:16]2[CH:21]=[CH:20][CH:19]=[CH:18][N:17]=2)=[CH:8][CH:7]=1. The catalyst is C1COCC1.[Pd]. The product is [CH3:1][O:2][C:3](=[O:28])[C@@H:4]([N:23]1[CH:27]=[CH:26][CH:25]=[CH:24]1)[CH2:5][C:6]1[CH:11]=[CH:10][C:9]([CH2:12][CH2:13][CH2:14][N:15]([CH3:22])[C:16]2[CH:21]=[CH:20][CH:19]=[CH:18][N:17]=2)=[CH:8][CH:7]=1. The yield is 0.870.